From a dataset of Forward reaction prediction with 1.9M reactions from USPTO patents (1976-2016). Predict the product of the given reaction. Given the reactants [C:1](=[O:4])([O-])[O-].[K+].[K+].IC.[Br:9][C:10]1[CH:19]=[C:18]2[C:13]([CH2:14][C:15]([CH3:27])([CH3:26])[CH2:16][C:17]32[C:23](=[O:24])[NH:22][C:21](=O)[NH:20]3)=[CH:12][CH:11]=1, predict the reaction product. The product is: [Br:9][C:10]1[CH:19]=[C:18]2[C:13]([CH2:14][C:15]([CH3:27])([CH3:26])[CH2:16][C:17]32[C:23](=[O:24])[N:22]([CH3:21])[C:1](=[O:4])[NH:20]3)=[CH:12][CH:11]=1.